Dataset: Reaction yield outcomes from USPTO patents with 853,638 reactions. Task: Predict the reaction yield, written as a fraction of the theoretical maximum amount of product (1.0 means a 100% yield; for example, 0.34 means a 34% yield). (1) The reactants are [C:1]([C:5]1[CH:9]=[C:8]([NH:10][C:11]([NH:13][C@@H:14]2[C:23]3[C:18](=[CH:19][CH:20]=[CH:21][CH:22]=3)[C@H:17]([O:24][C:25]3[CH:26]=[CH:27][C:28]4[N:29]([C:31]([N:34]5[C@H:39]([CH3:40])[CH2:38][CH2:37][CH2:36][C@@H:35]5[CH3:41])=[N:32][N:33]=4)[CH:30]=3)[CH2:16][CH2:15]2)=[O:12])[N:7]([C:42]2[CH:43]=[N:44][N:45]([CH2:47][CH2:48][O:49]C3CCCCO3)[CH:46]=2)[N:6]=1)([CH3:4])([CH3:3])[CH3:2].C1(C)C=CC(S([O-])(=O)=O)=CC=1.[NH+]1C=CC=CC=1.O.C([O-])(O)=O.[Na+]. The catalyst is CO. The product is [C:1]([C:5]1[CH:9]=[C:8]([NH:10][C:11]([NH:13][C@@H:14]2[C:23]3[C:18](=[CH:19][CH:20]=[CH:21][CH:22]=3)[C@H:17]([O:24][C:25]3[CH:26]=[CH:27][C:28]4[N:29]([C:31]([N:34]5[C@H:35]([CH3:41])[CH2:36][CH2:37][CH2:38][C@@H:39]5[CH3:40])=[N:32][N:33]=4)[CH:30]=3)[CH2:16][CH2:15]2)=[O:12])[N:7]([C:42]2[CH:43]=[N:44][N:45]([CH2:47][CH2:48][OH:49])[CH:46]=2)[N:6]=1)([CH3:3])([CH3:4])[CH3:2]. The yield is 0.820. (2) The reactants are C(O[B:5]1[O:9][C:8]([CH3:11])([CH3:10])[C:7]([CH3:13])([CH3:12])[O:6]1)(C)C.C([Li])CCC.[F:19][C:20]1[CH:21]=[C:22]([C:27]2([OH:31])[CH2:30][CH2:29][CH2:28]2)[CH:23]=[C:24]([F:26])[CH:25]=1. No catalyst specified. The product is [F:19][C:20]1[CH:21]=[C:22]([C:27]2([OH:31])[CH2:30][CH2:29][CH2:28]2)[CH:23]=[C:24]([F:26])[C:25]=1[B:5]1[O:6][C:7]([CH3:12])([CH3:13])[C:8]([CH3:10])([CH3:11])[O:9]1. The yield is 1.00. (3) The product is [CH2:18]([N:15]1[CH:16]=[CH:17][C:12]([C:4]2[S:3][C:2]([NH:1][C:21]([C:22]3[CH:27]=[CH:26][N:25]=[CH:24][CH:23]=3)=[O:28])=[N:6][C:5]=2[C:7]2[O:8][CH:9]=[CH:10][CH:11]=2)=[CH:13][C:14]1=[O:20])[CH3:19]. The yield is 0.370. The reactants are [NH2:1][C:2]1[S:3][C:4]([C:12]2[CH:17]=[CH:16][N:15]([CH2:18][CH3:19])[C:14](=[O:20])[CH:13]=2)=[C:5]([C:7]2[O:8][CH:9]=[CH:10][CH:11]=2)[N:6]=1.[C:21](O)(=[O:28])[C:22]1[CH:27]=[CH:26][N:25]=[CH:24][CH:23]=1.C1CN([P+](ON2N=NC3C=CC=CC2=3)(N2CCCC2)N2CCCC2)CC1.F[P-](F)(F)(F)(F)F.C(N(CC)CC)C. The catalyst is CN(C=O)C.O. (4) The product is [CH:13]1[C:14]2[CH:15]=[C:2]([B:25]([OH:26])[OH:24])[C:3]3[C:8](=[CH:7][CH:6]=[CH:5][CH:4]=3)[C:9]=2[CH:10]=[CH:11][CH:12]=1. The reactants are Br[C:2]1[C:3]2[C:8]([C:9]3[CH:10]=[CH:11][CH:12]=[CH:13][C:14]=3[CH:15]=1)=[CH:7][CH:6]=[CH:5][CH:4]=2.C([Li])CCC.C([O:24][B:25](OC(C)C)[O:26]C(C)C)(C)C.Cl. The yield is 0.780. The catalyst is CCOCC.CCCCCC.